This data is from Forward reaction prediction with 1.9M reactions from USPTO patents (1976-2016). The task is: Predict the product of the given reaction. (1) Given the reactants I[C:2]1[CH:7]=[CH:6][C:5]([C:8]2[O:9][C:10]([C:13]3[CH:18]=[CH:17][CH:16]=[C:15]([O:19][CH3:20])[CH:14]=3)=[N:11][N:12]=2)=[CH:4][CH:3]=1.[CH:21]1[C:33]2[NH:32][C:31]3[C:26](=[CH:27][CH:28]=[CH:29][CH:30]=3)[C:25]=2[CH:24]=[CH:23][CH:22]=1.C(=O)([O-])[O-].[K+].[K+], predict the reaction product. The product is: [CH:30]1[C:31]2[N:32]([C:2]3[CH:7]=[CH:6][C:5]([C:8]4[O:9][C:10]([C:13]5[CH:18]=[CH:17][CH:16]=[C:15]([O:19][CH3:20])[CH:14]=5)=[N:11][N:12]=4)=[CH:4][CH:3]=3)[C:33]3[C:25](=[CH:24][CH:23]=[CH:22][CH:21]=3)[C:26]=2[CH:27]=[CH:28][CH:29]=1. (2) Given the reactants [C:1]1([C:35]2[CH:40]=[CH:39][CH:38]=[CH:37][CH:36]=2)[CH:6]=[CH:5][CH:4]=[CH:3][C:2]=1[CH2:7][CH2:8][NH:9][C:10]([C:12]1[CH:34]=[CH:33][C:15]([O:16][C:17]2[CH:26]=[C:25]3[C:20]([CH:21]([C:27]([O:29]CC)=[O:28])[CH2:22][CH2:23][O:24]3)=[CH:19][C:18]=2[Cl:32])=[CH:14][CH:13]=1)=[O:11].[OH-].[Na+].C(O)C, predict the reaction product. The product is: [C:1]1([C:35]2[CH:36]=[CH:37][CH:38]=[CH:39][CH:40]=2)[CH:6]=[CH:5][CH:4]=[CH:3][C:2]=1[CH2:7][CH2:8][NH:9][C:10]([C:12]1[CH:13]=[CH:14][C:15]([O:16][C:17]2[CH:26]=[C:25]3[C:20]([CH:21]([C:27]([OH:29])=[O:28])[CH2:22][CH2:23][O:24]3)=[CH:19][C:18]=2[Cl:32])=[CH:33][CH:34]=1)=[O:11]. (3) Given the reactants [F:1][C:2]1[CH:3]=[C:4]([C:9](=O)[CH3:10])[CH:5]=[C:6]([F:8])[CH:7]=1.[NH3:12].CCO.[BH4-].[Na+], predict the reaction product. The product is: [F:1][C:2]1[CH:3]=[C:4]([CH:9]([NH2:12])[CH3:10])[CH:5]=[C:6]([F:8])[CH:7]=1. (4) Given the reactants C([O:3][C:4]([C:6]1[NH:7][C:8]([CH:19]=O)=[C:9]([CH2:12][CH2:13][C:14]([O:16]CC)=[O:15])[C:10]=1[CH3:11])=[O:5])C.[Cl:21][C:22]1[CH:30]=[C:29]2[C:25]([CH2:26][C:27](=[O:31])[NH:28]2)=[CH:24][CH:23]=1.[OH-].[K+], predict the reaction product. The product is: [C:14]([CH2:13][CH2:12][C:9]1[C:10]([CH3:11])=[C:6]([C:4]([OH:3])=[O:5])[NH:7][C:8]=1[CH:19]=[C:26]1[C:25]2[C:29](=[CH:30][C:22]([Cl:21])=[CH:23][CH:24]=2)[NH:28][C:27]1=[O:31])([OH:16])=[O:15]. (5) Given the reactants [Cl:1][C:2]1[CH:21]=[CH:20][C:5]([CH2:6][N:7]2[C:15]3[C:10](=[CH:11][CH:12]=[CH:13][C:14]=3[CH3:16])[CH:9]=[C:8]2[C:17](O)=[O:18])=[CH:4][CH:3]=1.CCN(C(C)C)C(C)C.C(Cl)CCl.C1C=CC2N(O)N=NC=2C=1.[CH2:45]([NH:52][C:53]([CH:55]1[CH2:60][CH2:59][NH:58][CH2:57][CH2:56]1)=[O:54])[C:46]1[CH:51]=[CH:50][CH:49]=[CH:48][CH:47]=1, predict the reaction product. The product is: [CH2:45]([NH:52][C:53]([CH:55]1[CH2:60][CH2:59][N:58]([C:17]([C:8]2[N:7]([CH2:6][C:5]3[CH:4]=[CH:3][C:2]([Cl:1])=[CH:21][CH:20]=3)[C:15]3[C:10]([CH:9]=2)=[CH:11][CH:12]=[CH:13][C:14]=3[CH3:16])=[O:18])[CH2:57][CH2:56]1)=[O:54])[C:46]1[CH:47]=[CH:48][CH:49]=[CH:50][CH:51]=1. (6) Given the reactants C(N(CC)CC)C.[Cl:8][C:9]1[CH:10]=[C:11]([C:19]([OH:21])=O)[CH:12]=[N:13][C:14]=1[O:15][CH:16]([CH3:18])[CH3:17].O.OC1C2N=NNC=2C=CC=1.Cl.CN(C)CCCN=C=NCC.O[NH:46][C:47](=[NH:66])[C:48]1[C:58]2[O:57][CH2:56][CH2:55][N:54]([C:59]([O:61][C:62]([CH3:65])([CH3:64])[CH3:63])=[O:60])[CH2:53][C:52]=2[CH:51]=[CH:50][CH:49]=1, predict the reaction product. The product is: [Cl:8][C:9]1[CH:10]=[C:11]([C:19]2[O:21][N:46]=[C:47]([C:48]3[C:58]4[O:57][CH2:56][CH2:55][N:54]([C:59]([O:61][C:62]([CH3:65])([CH3:64])[CH3:63])=[O:60])[CH2:53][C:52]=4[CH:51]=[CH:50][CH:49]=3)[N:66]=2)[CH:12]=[N:13][C:14]=1[O:15][CH:16]([CH3:17])[CH3:18]. (7) Given the reactants [C:1]([O:5][C@@H:6]([C:12]1[C:39]([CH3:40])=[CH:38][C:15]2[N:16]=[C:17]([C:19]3[CH:24]=[CH:23][N:22]=[C:21]([N:25]4[CH2:30][CH2:29][N:28]5[C:31]([C:34]([F:37])([F:36])[F:35])=[N:32][N:33]=[C:27]5[CH2:26]4)[CH:20]=3)[S:18][C:14]=2[C:13]=1[C:41]1[CH:46]=[CH:45][C:44]([Cl:47])=[CH:43][CH:42]=1)[C:7]([O:9]CC)=[O:8])([CH3:4])([CH3:3])[CH3:2].[OH-].[Na+].CN(C=O)C, predict the reaction product. The product is: [C:1]([O:5][C@@H:6]([C:12]1[C:39]([CH3:40])=[CH:38][C:15]2[N:16]=[C:17]([C:19]3[CH:24]=[CH:23][N:22]=[C:21]([N:25]4[CH2:30][CH2:29][N:28]5[C:31]([C:34]([F:37])([F:35])[F:36])=[N:32][N:33]=[C:27]5[CH2:26]4)[CH:20]=3)[S:18][C:14]=2[C:13]=1[C:41]1[CH:46]=[CH:45][C:44]([Cl:47])=[CH:43][CH:42]=1)[C:7]([OH:9])=[O:8])([CH3:4])([CH3:2])[CH3:3]. (8) Given the reactants [C:1](OCC#N)(=[O:5])[CH2:2][CH:3]=[CH2:4].C([N+](CCCC)(CCCC)CCCC)CCC.[P:27]([O:31][CH2:32][C@@H:33]1[C@@H:37]([O:38][P:39]([O:42][CH2:43][C@@H:44]2[C@@H:48]([OH:49])[C@@H:47]([OH:50])[C@H:46]([N:51]3[CH:59]=[N:58][C:57]4[C:52]3=[N:53][CH:54]=[N:55][C:56]=4[NH2:60])[O:45]2)([OH:41])=[O:40])[CH2:36][C@H:35]([N:61]2[CH:66]=[CH:65][C:64]([NH2:67])=[N:63][C:62]2=[O:68])[O:34]1)([OH:30])([OH:29])=[O:28].C(O)(C(F)(F)F)=O, predict the reaction product. The product is: [C:1]([O:49][C@H:48]1[C@@H:47]([OH:50])[C@H:46]([N:51]2[CH:59]=[N:58][C:57]3[C:52]2=[N:53][CH:54]=[N:55][C:56]=3[NH2:60])[O:45][C@@H:44]1[CH2:43][O:42][P:39]([O:38][C@H:37]1[CH2:36][C@H:35]([N:61]2[CH:66]=[CH:65][C:64]([NH2:67])=[N:63][C:62]2=[O:68])[O:34][C@@H:33]1[CH2:32][O:31][P:27]([OH:30])([OH:29])=[O:28])([OH:41])=[O:40])(=[O:5])[CH2:2][CH:3]=[CH2:4]. (9) Given the reactants [C:1]1(/[CH:7]=[CH:8]/[CH2:9][C:10]([OH:12])=O)[CH:6]=[CH:5][CH:4]=[CH:3][CH:2]=1.[NH2:13][C@@H:14]1[C@H:18]2[O:19][CH2:20][C@H:21]([NH:22][C:23]([CH:25]3[CH2:27][CH2:26]3)=[O:24])[C@H:17]2[O:16][CH2:15]1, predict the reaction product. The product is: [C:1]1(/[CH:7]=[CH:8]/[CH2:9][C:10]([NH:13][C@@H:14]2[C@H:18]3[O:19][CH2:20][C@H:21]([NH:22][C:23]([CH:25]4[CH2:26][CH2:27]4)=[O:24])[C@H:17]3[O:16][CH2:15]2)=[O:12])[CH:2]=[CH:3][CH:4]=[CH:5][CH:6]=1. (10) Given the reactants [CH2:1]([C:7]1[N:8]([CH3:16])[C:9]2[C:14]([CH:15]=1)=[CH:13][CH:12]=[CH:11][CH:10]=2)[CH2:2][CH2:3][CH2:4][CH2:5][CH3:6].[Cl-].C[Al+]C.[O:21]1[C:26](=[O:27])[CH2:25][CH2:24][CH2:23][C:22]1=[O:28].[Cl-].[NH4+], predict the reaction product. The product is: [CH2:1]([C:7]1[N:8]([CH3:16])[C:9]2[C:14]([C:15]=1[C:26](=[O:27])[CH2:25][CH2:24][CH2:23][C:22]([OH:28])=[O:21])=[CH:13][CH:12]=[CH:11][CH:10]=2)[CH2:2][CH2:3][CH2:4][CH2:5][CH3:6].